From a dataset of Full USPTO retrosynthesis dataset with 1.9M reactions from patents (1976-2016). Predict the reactants needed to synthesize the given product. (1) Given the product [F:1][C:2]1[CH:7]=[CH:6][CH:5]=[CH:4][C:3]=1[C@H:8]([O:10][C:11](=[O:34])[NH:12][C:13]1[C:14]([CH3:33])=[N:15][O:16][C:17]=1[C:18]1[CH:23]=[CH:22][C:21]([C:24]2[CH:25]=[CH:26][C:27]([CH2:30][C:31]3[N:45]=[N:46][NH:47][N:32]=3)=[CH:28][CH:29]=2)=[CH:20][CH:19]=1)[CH3:9], predict the reactants needed to synthesize it. The reactants are: [F:1][C:2]1[CH:7]=[CH:6][CH:5]=[CH:4][C:3]=1[C@H:8]([O:10][C:11](=[O:34])[NH:12][C:13]1[C:14]([CH3:33])=[N:15][O:16][C:17]=1[C:18]1[CH:23]=[CH:22][C:21]([C:24]2[CH:29]=[CH:28][C:27]([CH2:30][C:31]#[N:32])=[CH:26][CH:25]=2)=[CH:20][CH:19]=1)[CH3:9].C([Sn](=O)CCCC)CCC.[N:45]([Si](C)(C)C)=[N+:46]=[N-:47]. (2) The reactants are: [F:1][C:2]1[CH:7]=[CH:6][C:5]([N:8]=[C:9]=[O:10])=[CH:4][CH:3]=1.[NH2:11][C:12]1[N:17]=[N:16][C:15]([N:18]2[CH2:23][CH2:22][N:21]([C:24]([C:26]3[CH:31]=[CH:30][CH:29]=[CH:28][C:27]=3[C:32]([F:35])([F:34])[F:33])=[O:25])[CH2:20][CH2:19]2)=[CH:14][CH:13]=1. Given the product [F:1][C:2]1[CH:7]=[CH:6][C:5]([NH:8][C:9]([NH:11][C:12]2[N:17]=[N:16][C:15]([N:18]3[CH2:19][CH2:20][N:21]([C:24](=[O:25])[C:26]4[CH:31]=[CH:30][CH:29]=[CH:28][C:27]=4[C:32]([F:35])([F:34])[F:33])[CH2:22][CH2:23]3)=[CH:14][CH:13]=2)=[O:10])=[CH:4][CH:3]=1, predict the reactants needed to synthesize it. (3) Given the product [C:1]([O:5][C:6](=[O:41])[NH:7][C@H:8]([C:35]1[CH:36]=[CH:37][CH:38]=[CH:39][CH:40]=1)[CH2:9][N:10]1[C:15](=[O:16])[C:14]([N:17]2[CH2:22][CH2:21][N:20]([CH2:50][C:49]3[CH:52]=[CH:53][CH:54]=[C:47]([N+:44]([O-:46])=[O:45])[CH:48]=3)[C:19](=[O:23])[CH2:18]2)=[C:13]([CH3:24])[N:12]([CH2:25][C:26]2[C:31]([F:32])=[CH:30][CH:29]=[CH:28][C:27]=2[F:33])[C:11]1=[O:34])([CH3:2])([CH3:3])[CH3:4], predict the reactants needed to synthesize it. The reactants are: [C:1]([O:5][C:6](=[O:41])[NH:7][C@H:8]([C:35]1[CH:40]=[CH:39][CH:38]=[CH:37][CH:36]=1)[CH2:9][N:10]1[C:15](=[O:16])[C:14]([N:17]2[CH2:22][CH2:21][NH:20][C:19](=[O:23])[CH2:18]2)=[C:13]([CH3:24])[N:12]([CH2:25][C:26]2[C:31]([F:32])=[CH:30][CH:29]=[CH:28][C:27]=2[F:33])[C:11]1=[O:34])([CH3:4])([CH3:3])[CH3:2].[H-].[Na+].[N+:44]([C:47]1[CH:48]=[C:49]([CH:52]=[CH:53][CH:54]=1)[CH2:50]Br)([O-:46])=[O:45].[Cl-].[NH4+]. (4) Given the product [F:11][C:12]1[CH:13]=[CH:14][C:15]([C:16]2[O:17][CH2:18][CH:26]([C:25]([O:24][CH3:23])=[O:30])[N:19]=2)=[CH:20][CH:21]=1, predict the reactants needed to synthesize it. The reactants are: C(N(CC)C(C)C)(C)C.Cl.[F:11][C:12]1[CH:21]=[CH:20][C:15]([C:16](=[NH:19])[O:17][CH3:18])=[CH:14][CH:13]=1.Cl.[CH3:23][O:24][C:25](=[O:30])[CH:26](CO)N. (5) Given the product [CH3:30][C:28]1[C:27]2[C:22](=[CH:23][CH:24]=[CH:25][CH:26]=2)[N:21]=[C:20]([CH2:19][N:4]2[C:5](=[O:16])[C:6]3[N:7]([CH2:12][C:13]#[C:14][CH3:15])[C:8]([Br:11])=[N:9][C:10]=3[N:2]([CH3:1])[C:3]2=[O:17])[N:29]=1, predict the reactants needed to synthesize it. The reactants are: [CH3:1][N:2]1[C:10]2[N:9]=[C:8]([Br:11])[N:7]([CH2:12][C:13]#[C:14][CH3:15])[C:6]=2[C:5](=[O:16])[NH:4][C:3]1=[O:17].Cl[CH2:19][C:20]1[N:29]=[C:28]([CH3:30])[C:27]2[C:22](=[CH:23][CH:24]=[CH:25][CH:26]=2)[N:21]=1.C(=O)([O-])[O-].[Na+].[Na+].C(O)(=O)C. (6) Given the product [Cl:1][C:2]1[C:3]([CH2:12][N:13]2[C:17]3[CH:18]=[C:19]([CH2:23][O:24][C:27]4[CH:28]=[C:29]([CH:35]=[CH:36][N:37]=4)[C:30]([O:32][CH2:33][CH3:34])=[O:31])[CH:20]=[C:21]([CH3:22])[C:16]=3[N:15]=[C:14]2[CH3:25])=[N:4][CH:5]=[C:6]([C:8]([F:11])([F:9])[F:10])[CH:7]=1, predict the reactants needed to synthesize it. The reactants are: [Cl:1][C:2]1[C:3]([CH2:12][N:13]2[C:17]3[CH:18]=[C:19]([CH2:23][OH:24])[CH:20]=[C:21]([CH3:22])[C:16]=3[N:15]=[C:14]2[CH3:25])=[N:4][CH:5]=[C:6]([C:8]([F:11])([F:10])[F:9])[CH:7]=1.O[C:27]1[CH:28]=[C:29]([CH:35]=[CH:36][N:37]=1)[C:30]([O:32][CH2:33][CH3:34])=[O:31]. (7) The reactants are: [CH:1]([O:4][C:5]([N:7]1[CH:12]([CH2:13][CH3:14])[CH2:11][CH:10]([N:15]([CH2:23][C:24]2[CH:29]=[C:28]([C:30]([F:33])([F:32])[F:31])[CH:27]=[C:26]([Cl:34])[CH:25]=2)[C:16]2[N:21]=[CH:20][C:19]([OH:22])=[CH:18][N:17]=2)[CH2:9][CH:8]1[CH2:35][CH3:36])=[O:6])([CH3:3])[CH3:2].[CH3:37][O:38][CH2:39][CH2:40]O.C1(P(C2C=CC=CC=2)C2C=CC=CC=2)C=CC=CC=1.CCOC(/N=N/C(OCC)=O)=O. Given the product [CH:1]([O:4][C:5]([N:7]1[CH:12]([CH2:13][CH3:14])[CH2:11][CH:10]([N:15]([CH2:23][C:24]2[CH:29]=[C:28]([C:30]([F:32])([F:31])[F:33])[CH:27]=[C:26]([Cl:34])[CH:25]=2)[C:16]2[N:17]=[CH:18][C:19]([O:22][CH2:40][CH2:39][O:38][CH3:37])=[CH:20][N:21]=2)[CH2:9][CH:8]1[CH2:35][CH3:36])=[O:6])([CH3:3])[CH3:2], predict the reactants needed to synthesize it.